From a dataset of Forward reaction prediction with 1.9M reactions from USPTO patents (1976-2016). Predict the product of the given reaction. (1) Given the reactants [NH2:1][CH2:2][CH2:3][CH2:4][N:5]1[C:17]2[C:16]3[CH:15]=[CH:14][CH:13]=[CH:12][C:11]=3[N:10]=[C:9]([NH2:18])[C:8]=2[N:7]=[C:6]1[CH2:19][CH2:20][O:21][CH3:22].[CH2:23]([N:27]=[C:28]=[O:29])[CH2:24][CH2:25][CH3:26], predict the reaction product. The product is: [NH2:18][C:9]1[C:8]2[N:7]=[C:6]([CH2:19][CH2:20][O:21][CH3:22])[N:5]([CH2:4][CH2:3][CH2:2][NH:1][C:28]([NH:27][CH2:23][CH2:24][CH2:25][CH3:26])=[O:29])[C:17]=2[C:16]2[CH:15]=[CH:14][CH:13]=[CH:12][C:11]=2[N:10]=1. (2) Given the reactants [C:1]1([CH3:14])[CH:6]=[C:5]([CH3:7])[CH:4]=[C:3]([CH3:8])[C:2]=1[S:9]([O:12][NH2:13])(=[O:11])=[O:10].[Br:15][C:16]1[CH:21]=[CH:20][N:19]=[C:18]([NH2:22])[CH:17]=1, predict the reaction product. The product is: [CH3:8][C:3]1[CH:4]=[C:5]([CH3:7])[CH:6]=[C:1]([CH3:14])[C:2]=1[S:9]([O-:12])(=[O:11])=[O:10].[NH2:13][N+:19]1[CH:20]=[CH:21][C:16]([Br:15])=[CH:17][C:18]=1[NH2:22]. (3) Given the reactants Br[C:2]1[CH:3]=[CH:4][C:5]2[O:9][C:8]([C:10]([CH:12]3[CH2:17][CH2:16][CH2:15][CH2:14][CH2:13]3)=[O:11])=[C:7]([CH3:18])[C:6]=2[CH:19]=1.[NH:20]1[CH2:25][CH2:24][S:23][CH2:22][CH2:21]1.C(=O)([O-])[O-].[Cs+].[Cs+].CC1(C)C2C=CC=C(P(C3C=CC=CC=3)C3C=CC=CC=3)C=2OC2C1=CC=CC=2P(C1C=CC=CC=1)C1C=CC=CC=1, predict the reaction product. The product is: [CH:12]1([C:10]([C:8]2[O:9][C:5]3[CH:4]=[CH:3][C:2]([N:20]4[CH2:25][CH2:24][S:23][CH2:22][CH2:21]4)=[CH:19][C:6]=3[C:7]=2[CH3:18])=[O:11])[CH2:17][CH2:16][CH2:15][CH2:14][CH2:13]1. (4) Given the reactants [CH3:1][C:2]([O:5][C:6]([N:8]1[CH2:12][CH2:11][C@@H:10]([CH2:13][C:14]([OH:16])=O)[CH2:9]1)=[O:7])([CH3:4])[CH3:3].C(O)C.O.[NH2:21][NH2:22], predict the reaction product. The product is: [NH:21]([C:14](=[O:16])[CH2:13][C@@H:10]1[CH2:11][CH2:12][N:8]([C:6]([O:5][C:2]([CH3:4])([CH3:3])[CH3:1])=[O:7])[CH2:9]1)[NH2:22]. (5) Given the reactants CC1NC(=O)C2SC3C=C(OC(F)(F)F)C=CC=3NC=2C=1.[N:22]1[CH:27]=[CH:26][CH:25]=[CH:24][C:23]=1[CH:28]1[NH:37][C:36](=[O:38])[C:35]2[S:34][C:33]3[CH:39]=[C:40]([O:43][C:44]([F:47])([F:46])[F:45])[CH:41]=[CH:42][C:32]=3[NH:31][C:30]=2[CH2:29]1, predict the reaction product. The product is: [N:22]1[CH:27]=[CH:26][CH:25]=[CH:24][C:23]=1[C:28]1[NH:37][C:36](=[O:38])[C:35]2[S:34][C:33]3[CH:39]=[C:40]([O:43][C:44]([F:45])([F:46])[F:47])[CH:41]=[CH:42][C:32]=3[NH:31][C:30]=2[CH:29]=1. (6) Given the reactants [CH:1](NC(C)C)([CH3:3])[CH3:2].[CH2:8]([Li])CCC.N#N.[C:15]1([C:37]2[CH:42]=[CH:41][CH:40]=[CH:39][CH:38]=2)[CH:20]=[CH:19][C:18]([CH2:21][C@H:22]2[N:26]([CH2:27][C:28]3[CH:33]=[CH:32][C:31](OC)=[CH:30][CH:29]=3)[C:25](=[O:36])[CH2:24][CH2:23]2)=[CH:17][CH:16]=1.C(=O)=O.[O:46]1[CH2:50][CH2:49][CH2:48][CH2:47]1, predict the reaction product. The product is: [C:50]([C@@H:24]1[CH2:23][CH:22]([CH2:21][C:18]2[CH:19]=[CH:20][C:15]([C:37]3[CH:38]=[CH:39][CH:40]=[CH:41][CH:42]=3)=[CH:16][CH:17]=2)[N:26](/[CH:27]=[CH:28]/[C:29]2[CH:30]=[CH:31][CH:32]=[CH:33][CH:8]=2)[C:25]1=[O:36])(=[O:46])[C:49]1[CH:3]=[CH:1][CH:2]=[CH:47][CH:48]=1. (7) Given the reactants [Cl:1][C:2]1[CH:3]=[N+:4]([O-])[CH:5]=[C:6]([C:10]2[CH:15]=[CH:14][C:13]([O:16][C:17]3[CH:22]=[CH:21][CH:20]=[CH:19][CH:18]=3)=[CH:12][CH:11]=2)[C:7]=1[C:8]#[N:9].P(Cl)(Cl)([Cl:26])=O, predict the reaction product. The product is: [Cl:26][C:3]1[C:2]([Cl:1])=[C:7]([C:6]([C:10]2[CH:15]=[CH:14][C:13]([O:16][C:17]3[CH:22]=[CH:21][CH:20]=[CH:19][CH:18]=3)=[CH:12][CH:11]=2)=[CH:5][N:4]=1)[C:8]#[N:9].[Cl:26][C:5]1[C:6]([C:10]2[CH:15]=[CH:14][C:13]([O:16][C:17]3[CH:22]=[CH:21][CH:20]=[CH:19][CH:18]=3)=[CH:12][CH:11]=2)=[C:7]([C:2]([Cl:1])=[CH:3][N:4]=1)[C:8]#[N:9].